This data is from Reaction yield outcomes from USPTO patents with 853,638 reactions. The task is: Predict the reaction yield, written as a fraction of the theoretical maximum amount of product (1.0 means a 100% yield; for example, 0.34 means a 34% yield). (1) The reactants are C(=O)([O-])[O-].FC(F)(F)C(O)=O.[CH2:12]([C:14]1[CH:15]=[CH:16][C:17]([CH2:20][CH2:21][O:22][C:23]2[CH:36]=[CH:35][C:26]([CH2:27][C@H:28]3[S:32][C:31](=[O:33])[NH:30][C:29]3=[O:34])=[CH:25][CH:24]=2)=[N:18][CH:19]=1)[CH3:13]. The catalyst is CO. The product is [CH2:12]([C:14]1[CH:15]=[CH:16][C:17]([CH2:20][CH2:21][O:22][C:23]2[CH:36]=[CH:35][C:26]([CH2:27][C@H:28]3[S:32][C:31](=[O:33])[NH:30][C:29]3=[O:34])=[CH:25][CH:24]=2)=[N:18][CH:19]=1)[CH3:13]. The yield is 0.470. (2) The product is [Cl:15][C:16]1[CH:21]=[C:20]([C:2]#[C:1][C:3]2[C:4]([C:9]3[CH:14]=[CH:13][CH:12]=[CH:11][CH:10]=3)=[N:5][O:6][C:7]=2[CH3:8])[CH:19]=[CH:18][N:17]=1. The catalyst is CN(C)C=O.Cl[Pd](Cl)([P](C1C=CC=CC=1)(C1C=CC=CC=1)C1C=CC=CC=1)[P](C1C=CC=CC=1)(C1C=CC=CC=1)C1C=CC=CC=1. The yield is 0.910. The reactants are [C:1]([C:3]1[C:4]([C:9]2[CH:14]=[CH:13][CH:12]=[CH:11][CH:10]=2)=[N:5][O:6][C:7]=1[CH3:8])#[CH:2].[Cl:15][C:16]1[CH:21]=[C:20](I)[CH:19]=[CH:18][N:17]=1.C(N(CC)CC)C. (3) The reactants are [Br:1][C:2]1[S:23][C:5]2[N:6]([CH3:22])[C:7](=[O:21])[N:8]([CH2:11][CH2:12][CH2:13][O:14][CH:15]3[CH2:20][CH2:19][CH2:18][CH2:17][O:16]3)[C:9](=[O:10])[C:4]=2[C:3]=1[CH:24]=[O:25].[Cl:26][C:27]1[CH:32]=[CH:31][C:30]([Mg]Br)=[CH:29][CH:28]=1. The catalyst is C1COCC1.O. The product is [Br:1][C:2]1[S:23][C:5]2[N:6]([CH3:22])[C:7](=[O:21])[N:8]([CH2:11][CH2:12][CH2:13][O:14][CH:15]3[CH2:20][CH2:19][CH2:18][CH2:17][O:16]3)[C:9](=[O:10])[C:4]=2[C:3]=1[CH:24]([C:30]1[CH:31]=[CH:32][C:27]([Cl:26])=[CH:28][CH:29]=1)[OH:25]. The yield is 0.514. (4) The reactants are [H-].[Na+].N1[C:12]2[C:7](=C[CH:9]=[CH:10][CH:11]=2)[NH:6][C:5](=[O:13])C1=O.[CH3:15]I.O.[CH3:18][N:19]([CH:21]=[O:22])[CH3:20]. No catalyst specified. The product is [CH3:18][N:19]1[C:20]2[C:7](=[CH:12][CH:11]=[CH:10][CH:9]=2)[N:6]([CH3:15])[C:5](=[O:13])[C:21]1=[O:22]. The yield is 0.950.